Dataset: Full USPTO retrosynthesis dataset with 1.9M reactions from patents (1976-2016). Task: Predict the reactants needed to synthesize the given product. (1) Given the product [ClH:8].[NH2:43][C@H:39]([C:33]1[CH:38]=[CH:37][CH:36]=[CH:35][CH:34]=1)[CH2:40][CH2:41][NH:42][C:9]1[N:14]([CH3:15])[C:13](=[O:16])[C:12]([C:17]2[CH:22]=[CH:21][CH:20]=[C:19]([C:23]([F:26])([F:25])[F:24])[CH:18]=2)=[C:11]([C:27]2[CH:32]=[CH:31][N:30]=[CH:29][CH:28]=2)[N:10]=1, predict the reactants needed to synthesize it. The reactants are: C(=O)([O-])[O-].[Na+].[Na+].Cl.[Cl:8][C:9]1[N:14]([CH3:15])[C:13](=[O:16])[C:12]([C:17]2[CH:22]=[CH:21][CH:20]=[C:19]([C:23]([F:26])([F:25])[F:24])[CH:18]=2)=[C:11]([C:27]2[CH:32]=[CH:31][N:30]=[CH:29][CH:28]=2)[N:10]=1.[C:33]1([C@@H:39]([NH2:43])[CH2:40][CH2:41][NH2:42])[CH:38]=[CH:37][CH:36]=[CH:35][CH:34]=1. (2) Given the product [F:16][C:8]([F:17])([C:9]1[CH:14]=[CH:13][C:12]([F:15])=[CH:11][CH:10]=1)[C:6]1[N:7]=[C:2]([NH:27][C:24]2[CH:25]=[CH:26][NH:22][N:23]=2)[C:3]2[C:4](=[N:18][N:19]([CH3:21])[CH:20]=2)[N:5]=1, predict the reactants needed to synthesize it. The reactants are: Cl[C:2]1[C:3]2[C:4](=[N:18][N:19]([CH3:21])[CH:20]=2)[N:5]=[C:6]([C:8]([F:17])([F:16])[C:9]2[CH:14]=[CH:13][C:12]([F:15])=[CH:11][CH:10]=2)[N:7]=1.[NH:22]1[CH:26]=[CH:25][C:24]([NH2:27])=[N:23]1.Cl.O1CCOCC1.O. (3) The reactants are: [NH2:1][CH2:2][CH2:3][NH:4][C:5]([C:7]1([C:11]#[N:12])[CH2:10][CH2:9][CH2:8]1)=O.C1COCC1.B.C1COCC1.Cl. Given the product [NH2:12][CH2:11][C:7]1([CH2:5][NH:4][CH2:3][CH2:2][NH2:1])[CH2:10][CH2:9][CH2:8]1, predict the reactants needed to synthesize it. (4) The reactants are: [Li]CCCC.N(C(C)C)C(C)C.[C:13]([O:17][C:18]([N:20]([NH:28][C:29]1[S:30][CH:31]=[C:32]([C:34]2[CH:39]=[CH:38][CH:37]=[CH:36][CH:35]=2)[N:33]=1)[C:21](=[O:27])[O:22][C:23]([CH3:26])([CH3:25])[CH3:24])=[O:19])([CH3:16])([CH3:15])[CH3:14].Cl[C:41]([O:43][CH2:44][CH3:45])=[O:42]. Given the product [C:13]([O:17][C:18]([N:20]([C:21]([O:22][C:23]([CH3:26])([CH3:25])[CH3:24])=[O:27])[NH:28][C:29]1[S:30][C:31]([C:41]([O:43][CH2:44][CH3:45])=[O:42])=[C:32]([C:34]2[CH:39]=[CH:38][CH:37]=[CH:36][CH:35]=2)[N:33]=1)=[O:19])([CH3:14])([CH3:15])[CH3:16], predict the reactants needed to synthesize it. (5) Given the product [N:20]1([C:18]([C:15]2[CH:14]=[CH:13][C:12]([C:9]3[CH:10]=[CH:11][C:6]4[N:7]([C:3]([C:1]#[C:2][C:27]5[CH:32]=[C:31]([C:33]#[N:34])[N:30]=[C:29]6[NH:35][CH:36]=[CH:37][C:28]=56)=[CH:4][N:5]=4)[N:8]=3)=[CH:17][CH:16]=2)=[O:19])[CH2:21][CH2:22][O:23][CH2:24][CH2:25]1, predict the reactants needed to synthesize it. The reactants are: [C:1]([C:3]1[N:7]2[N:8]=[C:9]([C:12]3[CH:17]=[CH:16][C:15]([C:18]([N:20]4[CH2:25][CH2:24][O:23][CH2:22][CH2:21]4)=[O:19])=[CH:14][CH:13]=3)[CH:10]=[CH:11][C:6]2=[N:5][CH:4]=1)#[CH:2].I[C:27]1[CH:32]=[C:31]([C:33]#[N:34])[N:30]=[C:29]2[NH:35][CH:36]=[CH:37][C:28]=12.